From a dataset of Full USPTO retrosynthesis dataset with 1.9M reactions from patents (1976-2016). Predict the reactants needed to synthesize the given product. (1) Given the product [CH3:9][C:8]1[C:3]([CH2:2][N:33]2[C:34]3[C:30](=[CH:29][C:28]([N:23]4[CH:27]=[N:26][CH:25]=[N:24]4)=[CH:36][CH:35]=3)[CH:31]=[CH:32]2)=[N:4][CH:5]=[C:6]([CH:10]2[CH2:15][CH2:14][N:13]([C:16]([O:18][C:19]([CH3:22])([CH3:21])[CH3:20])=[O:17])[CH2:12][CH2:11]2)[CH:7]=1, predict the reactants needed to synthesize it. The reactants are: O[CH2:2][C:3]1[C:8]([CH3:9])=[CH:7][C:6]([CH:10]2[CH2:15][CH2:14][N:13]([C:16]([O:18][C:19]([CH3:22])([CH3:21])[CH3:20])=[O:17])[CH2:12][CH2:11]2)=[CH:5][N:4]=1.[N:23]1([C:28]2[CH:29]=[C:30]3[C:34](=[CH:35][CH:36]=2)[NH:33][CH:32]=[CH:31]3)[CH:27]=[N:26][CH:25]=[N:24]1. (2) Given the product [Cl:63][C:21]1[CH:20]=[CH:19][N:18]=[C:17]([C:14]2[C:13]3[C:8]([NH:7][CH:4]4[CH2:5][CH2:6][O:1][CH2:2][CH2:3]4)=[N:9][CH:10]=[CH:11][C:12]=3[NH:16][N:15]=2)[CH:22]=1, predict the reactants needed to synthesize it. The reactants are: [O:1]1[CH2:6][CH2:5][CH:4]([NH:7][C:8]2[C:13]3[C:14]([C:17]4[CH:22]=[C:21](C(F)(F)F)[CH:20]=[CH:19][N:18]=4)=[N:15][NH:16][C:12]=3[CH:11]=[CH:10][N:9]=2)[CH2:3][CH2:2]1.COC1C=CC(CN2C3C=CN=C(NC4CCOCC4)C=3C([Sn](C)(C)C)=N2)=CC=1.BrC1C=C([Cl:63])C=CN=1. (3) Given the product [CH2:1]([O:3][C:4]([C:6]1[C:14]2[C:9](=[CH:10][CH:11]=[CH:12][CH:13]=2)[N:8]([CH2:22][C:23]([O:25][C:26]([CH3:29])([CH3:28])[CH3:27])=[O:24])[CH:7]=1)=[O:5])[CH3:2], predict the reactants needed to synthesize it. The reactants are: [CH2:1]([O:3][C:4]([C:6]1[C:14]2[C:9](=[CH:10][CH:11]=[CH:12][CH:13]=2)[NH:8][CH:7]=1)=[O:5])[CH3:2].C(=O)([O-])[O-].[K+].[K+].Br[CH2:22][C:23]([O:25][C:26]([CH3:29])([CH3:28])[CH3:27])=[O:24].CCOC(C)=O. (4) Given the product [Cl:40][CH2:41][C:42]1[N:12]2[C:3]([C:4]3[CH:5]=[C:6]([C:28]4[CH:29]=[CH:30][CH:31]=[CH:32][CH:33]=4)[C:7]([C:13]4[CH:14]=[CH:15][C:16]([CH2:17][NH:18][C:19](=[O:25])[O:20][C:21]([CH3:24])([CH3:23])[CH3:22])=[CH:26][CH:27]=4)=[N:8][C:9]=3[CH:10]=[CH:11]2)=[N:1][N:2]=1, predict the reactants needed to synthesize it. The reactants are: [NH:1]([C:3]1[N:12]=[CH:11][CH:10]=[C:9]2[C:4]=1[CH:5]=[C:6]([C:28]1[CH:33]=[CH:32][CH:31]=[CH:30][CH:29]=1)[C:7]([C:13]1[CH:27]=[CH:26][C:16]([CH2:17][NH:18][C:19](=[O:25])[O:20][C:21]([CH3:24])([CH3:23])[CH3:22])=[CH:15][CH:14]=1)=[N:8]2)[NH2:2].N1C=CC=CC=1.[Cl:40][CH2:41][C:42](OC(=O)CCl)=O.